The task is: Predict the reactants needed to synthesize the given product.. This data is from Full USPTO retrosynthesis dataset with 1.9M reactions from patents (1976-2016). (1) Given the product [O:1]=[C:2]([CH2:8][CH2:9][C:10]1[S:11][CH:12]=[CH:13][N:14]=1)[CH2:3][C:4]([O:6][CH3:7])=[O:5], predict the reactants needed to synthesize it. The reactants are: [O:1]=[C:2]([CH:8]=[CH:9][C:10]1[S:11][CH:12]=[CH:13][N:14]=1)[CH2:3][C:4]([O:6][CH3:7])=[O:5]. (2) Given the product [CH3:20][C:16]1[CH:15]=[C:14]([N:1]2[CH:6]=[CH:5][CH:4]=[CH:3][C:2]2=[O:29])[CH:13]=[CH:18][C:17]=1[CH3:19], predict the reactants needed to synthesize it. The reactants are: [N:1]1[CH:6]=[CH:5][CH:4]=[CH:3][CH:2]=1.FC(F)(F)S(O[C:13]1[CH:18]=[C:17]([CH3:19])[C:16]([CH3:20])=[CH:15][C:14]=1[Si](C)(C)C)(=O)=O.[F-].[K+].[O:29]1CCOCCOCCOCCOCCOCC1. (3) Given the product [CH3:15][N:1]1[C:9]2[C:4](=[CH:5][CH:6]=[CH:7][C:8]=2[C:10]([O:12][CH3:13])=[O:11])[CH:3]=[CH:2]1, predict the reactants needed to synthesize it. The reactants are: [NH:1]1[C:9]2[C:4](=[CH:5][CH:6]=[CH:7][C:8]=2[C:10]([O:12][CH3:13])=[O:11])[CH:3]=[CH:2]1.N1C2C(=CC=CC=2)C=[C:15]1C(OCC)=O. (4) Given the product [CH3:16][S:17]([O:1][CH2:2][C:3]1([CH2:6][C:7]#[N:8])[CH2:5][CH2:4]1)(=[O:19])=[O:18], predict the reactants needed to synthesize it. The reactants are: [OH:1][CH2:2][C:3]1([CH2:6][C:7]#[N:8])[CH2:5][CH2:4]1.C(N(CC)CC)C.[CH3:16][S:17](Cl)(=[O:19])=[O:18]. (5) The reactants are: [CH3:1][C:2]1[C:3]([CH2:8][N:9]([CH2:16][C:17]2[C:22]([CH3:23])=[CH:21][CH:20]=[CH:19][N:18]=2)[CH:10]2[CH2:15][CH2:14][NH:13][CH2:12][CH2:11]2)=[N:4][CH:5]=[CH:6][CH:7]=1.Cl.[C:25](Cl)(=[O:32])[C:26]1[CH:31]=[CH:30][CH:29]=[N:28][CH:27]=1.CCN(C(C)C)C(C)C.[OH-].[Na+]. Given the product [CH3:1][C:2]1[C:3]([CH2:8][N:9]([CH2:16][C:17]2[C:22]([CH3:23])=[CH:21][CH:20]=[CH:19][N:18]=2)[CH:10]2[CH2:15][CH2:14][N:13]([C:25]([C:26]3[CH:27]=[N:28][CH:29]=[CH:30][CH:31]=3)=[O:32])[CH2:12][CH2:11]2)=[N:4][CH:5]=[CH:6][CH:7]=1, predict the reactants needed to synthesize it. (6) Given the product [OH:1][C:2]1[CH:11]=[C:10]2[C:5]([C:6](=[O:17])[CH2:7][CH:8]([C:12]([OH:14])=[O:13])[O:9]2)=[CH:4][CH:3]=1, predict the reactants needed to synthesize it. The reactants are: [OH:1][C:2]1[CH:11]=[C:10]2[C:5]([C:6](=[O:17])[CH2:7][CH:8]([C:12]([O:14]CC)=[O:13])[O:9]2)=[CH:4][CH:3]=1.[OH-].[Na+].Cl. (7) Given the product [CH2:1]([C@H:3]([NH:10][C:11]([C:13]1[C:22]2[C:17](=[CH:18][CH:19]=[CH:20][CH:21]=2)[N:16]=[C:15]([C:23]2[CH:24]=[CH:25][CH:26]=[CH:27][CH:28]=2)[C:14]=1[O:29][CH2:30][CH2:31][NH:32][C:33](=[O:39])/[CH:34]=[CH:35]\[C:36]([OH:38])=[O:37])=[O:12])[C:4]1[CH:9]=[CH:8][CH:7]=[CH:6][CH:5]=1)[CH3:2], predict the reactants needed to synthesize it. The reactants are: [CH2:1]([C@H:3]([NH:10][C:11]([C:13]1[C:22]2[C:17](=[CH:18][CH:19]=[CH:20][CH:21]=2)[N:16]=[C:15]([C:23]2[CH:28]=[CH:27][CH:26]=[CH:25][CH:24]=2)[C:14]=1[O:29][CH2:30][CH2:31][NH2:32])=[O:12])[C:4]1[CH:9]=[CH:8][CH:7]=[CH:6][CH:5]=1)[CH3:2].[C:33]1(=[O:39])[O:38][C:36](=[O:37])[CH:35]=[CH:34]1. (8) The reactants are: [H-].[H-].[H-].[H-].[Li+].[Al+3].[OH:7][C:8]1([C:14]#[N:15])[CH2:13][CH2:12][O:11][CH2:10][CH2:9]1.[ClH:16].O1CCOCC1. Given the product [ClH:16].[NH2:15][CH2:14][C:8]1([OH:7])[CH2:13][CH2:12][O:11][CH2:10][CH2:9]1, predict the reactants needed to synthesize it.